Regression. Given a peptide amino acid sequence and an MHC pseudo amino acid sequence, predict their binding affinity value. This is MHC class I binding data. From a dataset of Peptide-MHC class I binding affinity with 185,985 pairs from IEDB/IMGT. (1) The peptide sequence is KTSTLIFFV. The binding affinity (normalized) is 0.303. The MHC is HLA-A01:01 with pseudo-sequence HLA-A01:01. (2) The peptide sequence is TPYAGEPAPF. The MHC is HLA-B53:01 with pseudo-sequence HLA-B53:01. The binding affinity (normalized) is 0.532. (3) The peptide sequence is YPYQLMLSL. The binding affinity (normalized) is 0.0847. The MHC is HLA-C05:01 with pseudo-sequence HLA-C05:01. (4) The peptide sequence is LTARIAEEAV. The MHC is Mamu-A01 with pseudo-sequence Mamu-A01. The binding affinity (normalized) is 0.144.